The task is: Regression. Given two drug SMILES strings and cell line genomic features, predict the synergy score measuring deviation from expected non-interaction effect.. This data is from Merck oncology drug combination screen with 23,052 pairs across 39 cell lines. (1) Drug 1: Nc1ccn(C2OC(CO)C(O)C2(F)F)c(=O)n1. Drug 2: NC1(c2ccc(-c3nc4ccn5c(=O)[nH]nc5c4cc3-c3ccccc3)cc2)CCC1. Cell line: SKOV3. Synergy scores: synergy=-0.309. (2) Drug 1: O=S1(=O)NC2(CN1CC(F)(F)F)C1CCC2Cc2cc(C=CCN3CCC(C(F)(F)F)CC3)ccc2C1. Drug 2: COC1=C2CC(C)CC(OC)C(O)C(C)C=C(C)C(OC(N)=O)C(OC)C=CC=C(C)C(=O)NC(=CC1=O)C2=O. Cell line: PA1. Synergy scores: synergy=19.8.